From a dataset of Forward reaction prediction with 1.9M reactions from USPTO patents (1976-2016). Predict the product of the given reaction. Given the reactants C(O[C:4](=[O:8])[CH:5]([F:7])[F:6])C.[NH2:9][C@H:10]([CH2:20][F:21])[C@@H:11]([C:13]1[CH:18]=[CH:17][C:16]([I:19])=[CH:15][CH:14]=1)[OH:12], predict the reaction product. The product is: [F:7][CH:5]([F:6])[C:4]([NH:9][C@H:10]([CH2:20][F:21])[C@H:11]([OH:12])[C:13]1[CH:14]=[CH:15][C:16]([I:19])=[CH:17][CH:18]=1)=[O:8].